Dataset: Reaction yield outcomes from USPTO patents with 853,638 reactions. Task: Predict the reaction yield, written as a fraction of the theoretical maximum amount of product (1.0 means a 100% yield; for example, 0.34 means a 34% yield). (1) The reactants are [O:1]=[C:2]1[NH:7][C:6]2[CH:8]=[C:9]([C:12](OC)=[O:13])[CH:10]=[N:11][C:5]=2[N:4]2[CH2:16][CH2:17][C@@H:3]12.[H-].[Na+].[H-].[Al+3].[Li+].[H-].[H-].[H-].[C@H](O)(C([O-])=O)[C@@H](O)C([O-])=O.[Na+].[K+]. The catalyst is O1CCCC1.O.CO. The product is [OH:13][CH2:12][C:9]1[CH:10]=[N:11][C:5]2[N:4]3[CH2:16][CH2:17][C@H:3]3[C:2](=[O:1])[NH:7][C:6]=2[CH:8]=1. The yield is 0.662. (2) The reactants are [CH3:1][S:2](Cl)(=[O:4])=[O:3].[C:6]1([CH:12]([OH:19])[CH2:13][CH2:14][CH:15]([OH:18])[CH2:16][CH3:17])[CH:11]=[CH:10][CH:9]=[CH:8][CH:7]=1.C(N(CC)CC)C. The catalyst is ClCCl. The product is [CH3:1][S:2]([O:18][CH:15]([CH2:16][CH3:17])[CH2:14][CH2:13][CH:12]([O:19][S:2]([CH3:1])(=[O:4])=[O:3])[C:6]1[CH:11]=[CH:10][CH:9]=[CH:8][CH:7]=1)(=[O:4])=[O:3]. The yield is 0.830. (3) The reactants are [CH3:1][C:2]1[CH:3]=[C:4](CC#N)[CH:5]=[C:6]([CH3:20])[C:7]=1[O:8][C:9]1[CH:14]=[CH:13][C:12]([O:15][CH3:16])=[C:11]([CH:17]([CH3:19])[CH3:18])[CH:10]=1.OS(O)(=O)=O.[C:29]([OH:32])(=[O:31])[CH3:30]. No catalyst specified. The product is [CH3:20][C:6]1[CH:5]=[C:4]([CH2:30][C:29]([OH:32])=[O:31])[CH:3]=[C:2]([CH3:1])[C:7]=1[O:8][C:9]1[CH:14]=[CH:13][C:12]([O:15][CH3:16])=[C:11]([CH:17]([CH3:18])[CH3:19])[CH:10]=1. The yield is 0.850.